From a dataset of Reaction yield outcomes from USPTO patents with 853,638 reactions. Predict the reaction yield, written as a fraction of the theoretical maximum amount of product (1.0 means a 100% yield; for example, 0.34 means a 34% yield). (1) The reactants are Br[C:2]1[C:28]([F:29])=[CH:27][C:5]([O:6][CH:7]2[CH2:12][CH2:11][CH2:10][N:9]([CH:13]3[CH2:18][CH2:17][N:16](C(OC(C)(C)C)=O)[CH2:15][CH2:14]3)[C:8]2=[O:26])=[C:4]([F:30])[CH:3]=1.[CH3:31][S:32]([O-:34])=[O:33].[Na+].[C@@H]1(N)CCCC[C@H]1N.[ClH:44]. The catalyst is CS(C)=O.O.CCOC(C)=O.C(Cl)Cl. The product is [ClH:44].[F:30][C:4]1[CH:3]=[C:2]([S:32]([CH3:31])(=[O:34])=[O:33])[C:28]([F:29])=[CH:27][C:5]=1[O:6][CH:7]1[CH2:12][CH2:11][CH2:10][N:9]([CH:13]2[CH2:18][CH2:17][NH:16][CH2:15][CH2:14]2)[C:8]1=[O:26]. The yield is 0.890. (2) The reactants are O=C1C2C(=CC=CC=2)C(=O)[N:3]1[CH2:12][C:13]([CH2:22][CH:23]([CH3:25])[CH3:24])(C(OC)=O)[C:14]([O:16]C)=[O:15].O.NN.Cl. The catalyst is CO. The product is [NH2:3][CH2:12][CH:13]([CH2:22][CH:23]([CH3:25])[CH3:24])[C:14]([OH:16])=[O:15]. The yield is 0.280. (3) The reactants are [CH2:1]([N:8]1[CH2:13][CH2:12][C:11]2([C:21]3[C:16](=[CH:17][CH:18]=[CH:19][C:20]=3[Br:22])[NH:15][C:14]2=O)[CH2:10][CH2:9]1)[C:2]1[CH:7]=[CH:6][CH:5]=[CH:4][CH:3]=1. The catalyst is C1COCC1. The product is [CH2:1]([N:8]1[CH2:13][CH2:12][C:11]2([C:21]3[C:16](=[CH:17][CH:18]=[CH:19][C:20]=3[Br:22])[NH:15][CH2:14]2)[CH2:10][CH2:9]1)[C:2]1[CH:7]=[CH:6][CH:5]=[CH:4][CH:3]=1. The yield is 0.630. (4) The yield is 0.777. The catalyst is O. The reactants are [Cl:1][C:2]1[CH:11]=[CH:10][C:9]([CH2:12][NH:13][C:14](=[O:19])[C:15]([CH3:18])([CH3:17])[CH3:16])=[CH:8][C:3]=1[C:4]([O:6]C)=[O:5].O1CCOCC1.[OH-].[Li+].Cl. The product is [Cl:1][C:2]1[CH:11]=[CH:10][C:9]([CH2:12][NH:13][C:14](=[O:19])[C:15]([CH3:17])([CH3:16])[CH3:18])=[CH:8][C:3]=1[C:4]([OH:6])=[O:5]. (5) The reactants are [CH2:1]([O:8][N:9]1[C:15](=[O:16])[N:14]2[CH2:17][C@H:10]1[CH2:11][CH2:12][C@H:13]2[C:18]([OH:20])=O)[C:2]1[CH:7]=[CH:6][CH:5]=[CH:4][CH:3]=1.[NH2:21][O:22][CH2:23][C:24]1[N:25]=[CH:26][N:27]([C:29]([O:31][C:32]([CH3:35])([CH3:34])[CH3:33])=[O:30])[CH:28]=1.ON1C2C=CC=CC=2N=N1. The catalyst is C(Cl)Cl. The product is [CH2:1]([O:8][N:9]1[C:15](=[O:16])[N:14]2[CH2:17][C@H:10]1[CH2:11][CH2:12][C@H:13]2[C:18]([NH:21][O:22][CH2:23][C:24]1[N:25]=[CH:26][N:27]([C:29]([O:31][C:32]([CH3:35])([CH3:34])[CH3:33])=[O:30])[CH:28]=1)=[O:20])[C:2]1[CH:3]=[CH:4][CH:5]=[CH:6][CH:7]=1. The yield is 0.940.